This data is from Catalyst prediction with 721,799 reactions and 888 catalyst types from USPTO. The task is: Predict which catalyst facilitates the given reaction. Reactant: [NH2:1][C:2]1[C:11]2[N:12]=[C:13]([CH2:20][O:21]CC)[N:14]([CH2:15][C:16]([CH3:19])([OH:18])[CH3:17])[C:10]=2[C:9]2[N:8]=[CH:7][C:6]([C:24]3[CH:25]=[N:26][CH:27]=[C:28]([CH2:30][OH:31])[CH:29]=3)=[CH:5][C:4]=2[N:3]=1.B(Br)(Br)Br.CO. Product: [NH2:1][C:2]1[C:11]2[N:12]=[C:13]([CH2:20][OH:21])[N:14]([CH2:15][C:16]([CH3:19])([OH:18])[CH3:17])[C:10]=2[C:9]2[N:8]=[CH:7][C:6]([C:24]3[CH:25]=[N:26][CH:27]=[C:28]([CH2:30][OH:31])[CH:29]=3)=[CH:5][C:4]=2[N:3]=1. The catalyst class is: 4.